Dataset: Forward reaction prediction with 1.9M reactions from USPTO patents (1976-2016). Task: Predict the product of the given reaction. (1) Given the reactants Br[C:2]1[CH:7]=[C:6]([CH3:8])[C:5]([CH:9]([C:20]2[CH:25]=[C:24]([F:26])[CH:23]=[CH:22][C:21]=2[F:27])[S:10][C:11]2[CH:16]=[CH:15][C:14]([O:17][CH2:18][CH3:19])=[CH:13][CH:12]=2)=[CH:4][N:3]=1.CCCCCC.C([Li])CCC.CN(C)[CH:41]=[O:42], predict the reaction product. The product is: [F:27][C:21]1[CH:22]=[CH:23][C:24]([F:26])=[CH:25][C:20]=1[CH:9]([S:10][C:11]1[CH:16]=[CH:15][C:14]([O:17][CH2:18][CH3:19])=[CH:13][CH:12]=1)[C:5]1[C:6]([CH3:8])=[CH:7][C:2]([CH:41]=[O:42])=[N:3][CH:4]=1. (2) Given the reactants C1N2CN3[CH2:10][N:4](C2)CN1C3.BrC[C:13]([C:15]1[CH:20]=[CH:19][C:18]([Cl:21])=[CH:17][CH:16]=1)=[O:14].[I-].[Na+].Cl, predict the reaction product. The product is: [ClH:21].[NH2:4][CH2:10][C:13]([C:15]1[CH:20]=[CH:19][C:18]([Cl:21])=[CH:17][CH:16]=1)=[O:14]. (3) Given the reactants [OH-].[Na+].C[O:4][C:5](=[O:41])[CH2:6][C:7]1[CH:12]=[CH:11][C:10]([C:13]2[CH:18]=[CH:17][C:16]([C:19]([CH2:37][CH3:38])([C:22]3[CH:27]=[CH:26][C:25]([CH2:28][CH2:29][C:30]([CH2:34][CH3:35])([OH:33])[CH2:31][CH3:32])=[C:24]([CH3:36])[CH:23]=3)[CH2:20][CH3:21])=[CH:15][C:14]=2[CH3:39])=[CH:9][C:8]=1[F:40].[Cl-].[NH4+], predict the reaction product. The product is: [CH2:20]([C:19]([C:16]1[CH:17]=[CH:18][C:13]([C:10]2[CH:11]=[CH:12][C:7]([CH2:6][C:5]([OH:41])=[O:4])=[C:8]([F:40])[CH:9]=2)=[C:14]([CH3:39])[CH:15]=1)([C:22]1[CH:27]=[CH:26][C:25]([CH2:28][CH2:29][C:30]([CH2:31][CH3:32])([OH:33])[CH2:34][CH3:35])=[C:24]([CH3:36])[CH:23]=1)[CH2:37][CH3:38])[CH3:21]. (4) Given the reactants C(OC(=O)[NH:7][C:8]1[CH:9]=[N:10][C:11]([Cl:15])=[CH:12][C:13]=1[I:14])(C)(C)C.C(O)(C(F)(F)F)=O, predict the reaction product. The product is: [Cl:15][C:11]1[N:10]=[CH:9][C:8]([NH2:7])=[C:13]([I:14])[CH:12]=1. (5) Given the reactants [Cl:1][C:2]1[CH:21]=[C:20]([Cl:22])[CH:19]=[CH:18][C:3]=1[CH2:4][CH:5]1[CH2:9][CH2:8][N:7]([C@H:10]2[CH2:15][CH2:14][C@@H:13]([OH:16])[CH2:12][CH2:11]2)[C:6]1=[O:17].C(N(CC)CC)C.FC(F)(F)S(O[Si:36]([C:39]([CH3:42])([CH3:41])[CH3:40])([CH3:38])[CH3:37])(=O)=O, predict the reaction product. The product is: [Cl:1][C:2]1[CH:21]=[C:20]([Cl:22])[CH:19]=[CH:18][C:3]=1[CH2:4][CH:5]1[CH2:9][CH2:8][N:7]([C@H:10]2[CH2:11][CH2:12][C@@H:13]([O:16][Si:36]([C:39]([CH3:42])([CH3:41])[CH3:40])([CH3:38])[CH3:37])[CH2:14][CH2:15]2)[C:6]1=[O:17]. (6) The product is: [CH2:1]([O:3][C:4](=[O:17])[CH2:5][O:6][C:7]1[CH:12]=[CH:11][C:10]([Br:13])=[CH:9][C:8]=1[C:14](=[O:16])[CH2:15][Br:18])[CH3:2]. Given the reactants [CH2:1]([O:3][C:4](=[O:17])[CH2:5][O:6][C:7]1[CH:12]=[CH:11][C:10]([Br:13])=[CH:9][C:8]=1[C:14](=[O:16])[CH3:15])[CH3:2].[Br:18]Br, predict the reaction product.